Dataset: Full USPTO retrosynthesis dataset with 1.9M reactions from patents (1976-2016). Task: Predict the reactants needed to synthesize the given product. (1) Given the product [F:23][C:24]1[CH:31]=[CH:30][CH:29]=[CH:28][C:25]=1/[CH:26]=[CH:14]/[C:13]1[CH:21]=[CH:22][C:10]([S:7]([C:1]2[CH:6]=[CH:5][CH:4]=[CH:3][CH:2]=2)(=[O:9])=[O:8])=[CH:11][CH:12]=1, predict the reactants needed to synthesize it. The reactants are: [C:1]1([S:7]([C:10]2[CH:22]=[CH:21][C:13]([CH2:14]P(=O)(OC)OC)=[CH:12][CH:11]=2)(=[O:9])=[O:8])[CH:6]=[CH:5][CH:4]=[CH:3][CH:2]=1.[F:23][C:24]1[CH:31]=[CH:30][CH:29]=[CH:28][C:25]=1[CH:26]=O. (2) Given the product [Br:13][C:14]1[CH:15]=[C:16]2[C:20](=[CH:21][CH:22]=1)[CH2:19][N:18]([C:11]([NH:10][C:3]1[C:2]([F:1])=[CH:7][C:6]([Br:8])=[CH:5][C:4]=1[F:9])=[O:12])[CH2:17]2, predict the reactants needed to synthesize it. The reactants are: [F:1][C:2]1[CH:7]=[C:6]([Br:8])[CH:5]=[C:4]([F:9])[C:3]=1[N:10]=[C:11]=[O:12].[Br:13][C:14]1[CH:15]=[C:16]2[C:20](=[CH:21][CH:22]=1)[CH2:19][NH:18][CH2:17]2. (3) Given the product [CH3:11][N:8]1[C:7]([CH2:12][N:13]2[CH2:18][CH2:17][CH:16]([C:19]([OH:22])([CH3:21])[CH3:20])[CH2:15][CH2:14]2)=[N:6][C:5]2[C:9]1=[N:10][C:2]([C:40]1[C:41]3[C:46](=[CH:45][CH:44]=[CH:43][CH:42]=3)[N:38]([S:35]([C:29]3[CH:34]=[CH:33][CH:32]=[CH:31][CH:30]=3)(=[O:37])=[O:36])[CH:39]=1)=[N:3][C:4]=2[N:23]1[CH2:24][CH2:25][O:26][CH2:27][CH2:28]1, predict the reactants needed to synthesize it. The reactants are: Cl[C:2]1[N:10]=[C:9]2[C:5]([N:6]=[C:7]([CH2:12][N:13]3[CH2:18][CH2:17][CH:16]([C:19]([OH:22])([CH3:21])[CH3:20])[CH2:15][CH2:14]3)[N:8]2[CH3:11])=[C:4]([N:23]2[CH2:28][CH2:27][O:26][CH2:25][CH2:24]2)[N:3]=1.[C:29]1([S:35]([N:38]2[C:46]3[C:41](=[CH:42][CH:43]=[CH:44][CH:45]=3)[C:40](B(O)O)=[CH:39]2)(=[O:37])=[O:36])[CH:34]=[CH:33][CH:32]=[CH:31][CH:30]=1.